Dataset: Catalyst prediction with 721,799 reactions and 888 catalyst types from USPTO. Task: Predict which catalyst facilitates the given reaction. (1) Reactant: [CH2:1]([N:8]1[CH:12]=[CH:11][C:10](C=O)=[N:9]1)[C:2]1[CH:7]=[CH:6][CH:5]=[CH:4][CH:3]=1.C(Br)(Br)Br.[OH-:19].[K+].[O:21]1[CH2:26][CH2:25][O:24][CH2:23]C1.CO. Product: [CH2:1]([N:8]1[CH:12]=[CH:11][C:10]([CH:25]([O:24][CH3:23])[C:26]([OH:21])=[O:19])=[N:9]1)[C:2]1[CH:3]=[CH:4][CH:5]=[CH:6][CH:7]=1. The catalyst class is: 5. (2) Reactant: Br[C:2]1[CH:7]=[CH:6][C:5]([CH:8]([C:15]2[CH:20]=[CH:19][CH:18]=[CH:17][CH:16]=2)[C:9]2[CH:14]=[CH:13][CH:12]=[CH:11][CH:10]=2)=[CH:4][CH:3]=1.[CH:21](/B(O)O)=[CH:22]\[C:23]1[CH:28]=[CH:27][CH:26]=[CH:25][CH:24]=1.OP(O)(O)=O.CN(C=O)C. Product: [C:9]1([CH:8]([C:15]2[CH:20]=[CH:19][CH:18]=[CH:17][CH:16]=2)[C:5]2[CH:6]=[CH:7][C:2](/[CH:21]=[CH:22]/[C:23]3[CH:28]=[CH:27][CH:26]=[CH:25][CH:24]=3)=[CH:3][CH:4]=2)[CH:14]=[CH:13][CH:12]=[CH:11][CH:10]=1. The catalyst class is: 189. (3) Reactant: [H-].[Na+].[OH:3][CH2:4][CH2:5][NH2:6].Cl[C:8]1[CH:13]=[CH:12][CH:11]=[CH:10]N=1.O1CCOC[CH2:15]1. Product: [O:3]([CH2:4][CH2:5][NH2:6])[C:10]1[CH:15]=[CH:8][CH:13]=[CH:12][CH:11]=1. The catalyst class is: 232. (4) The catalyst class is: 81. Reactant: [CH2:1]([C:3]1[CH:4]=[C:5]([C:17]#[C:18][Si](C)(C)C)[CH:6]=[C:7]2[C:12]=1[O:11][C:10]([CH3:14])([CH3:13])[CH2:9][C:8]2([CH3:16])[CH3:15])[CH3:2].CO.C(=O)([O-])[O-].[K+].[K+].C(OCC)(=O)C. Product: [CH2:1]([C:3]1[CH:4]=[C:5]([C:17]#[CH:18])[CH:6]=[C:7]2[C:12]=1[O:11][C:10]([CH3:13])([CH3:14])[CH2:9][C:8]2([CH3:16])[CH3:15])[CH3:2].